The task is: Regression. Given a peptide amino acid sequence and an MHC pseudo amino acid sequence, predict their binding affinity value. This is MHC class II binding data.. This data is from Peptide-MHC class II binding affinity with 134,281 pairs from IEDB. (1) The peptide sequence is YDKFLANVSTVLTGP. The MHC is DRB3_0202 with pseudo-sequence DRB3_0202. The binding affinity (normalized) is 0.892. (2) The peptide sequence is QGEPGAVIRGKKGAG. The MHC is DRB1_0405 with pseudo-sequence DRB1_0405. The binding affinity (normalized) is 0.0828. (3) The peptide sequence is FIIDGPNTPECPSAS. The MHC is DRB1_0101 with pseudo-sequence DRB1_0101. The binding affinity (normalized) is 0.143. (4) The peptide sequence is EELRSLYNTVATLYCVH. The MHC is H-2-IAd with pseudo-sequence H-2-IAd. The binding affinity (normalized) is 0.601. (5) The peptide sequence is DRASYRAHWQDDDVT. The MHC is HLA-DPA10103-DPB10401 with pseudo-sequence HLA-DPA10103-DPB10401. The binding affinity (normalized) is 0.108. (6) The peptide sequence is ELPGVDPDKDVDIMV. The MHC is HLA-DPA10103-DPB10201 with pseudo-sequence HLA-DPA10103-DPB10201. The binding affinity (normalized) is 0. (7) The peptide sequence is SDAKTLVLNIKYTRP. The MHC is HLA-DQA10301-DQB10302 with pseudo-sequence HLA-DQA10301-DQB10302. The binding affinity (normalized) is 0.0890.